This data is from Catalyst prediction with 721,799 reactions and 888 catalyst types from USPTO. The task is: Predict which catalyst facilitates the given reaction. (1) Reactant: [CH2:1]([O:3][C:4]([C:6]1[NH:7][CH:8]=[CH:9][C:10]=1[NH2:11])=[O:5])[CH3:2].[CH3:12][C:13]1[C:21]2[N:20]=[C:19]([CH:22]=O)[NH:18][C:17]=2[CH:16]=[CH:15][C:14]=1[CH3:24].CC(O)=O.[BH3-]C#N.[Na+].[OH-].[Na+]. Product: [CH3:12][C:13]1[C:21]2[N:20]=[C:19]([CH2:22][NH:11][C:10]3[CH:9]=[CH:8][NH:7][C:6]=3[C:4]([O:3][CH2:1][CH3:2])=[O:5])[NH:18][C:17]=2[CH:16]=[CH:15][C:14]=1[CH3:24]. The catalyst class is: 5. (2) Reactant: Cl.[NH2:2][C:3]([C:8]1[CH:13]=[CH:12][C:11]([O:14][CH3:15])=[CH:10][CH:9]=1)=[C:4]([CH3:7])[C:5]#[N:6].C(N)(=[S:18])C. Product: [NH2:2][C:3]([C:8]1[CH:9]=[CH:10][C:11]([O:14][CH3:15])=[CH:12][CH:13]=1)=[C:4]([CH3:7])[C:5]([NH2:6])=[S:18]. The catalyst class is: 12.